This data is from Full USPTO retrosynthesis dataset with 1.9M reactions from patents (1976-2016). The task is: Predict the reactants needed to synthesize the given product. (1) The reactants are: [CH3:1][O:2][C:3]1[C:8]([C:9]([OH:11])=O)=[CH:7][C:6]([C:12]([NH2:14])=[O:13])=[CH:5][CH:4]=1.[F:15][C:16]1[CH:22]=[CH:21][CH:20]=[CH:19][C:17]=1[NH2:18]. Given the product [F:15][C:16]1[CH:22]=[CH:21][CH:20]=[CH:19][C:17]=1[NH:18][C:9](=[O:11])[C:8]1[CH:7]=[C:6]([CH:5]=[CH:4][C:3]=1[O:2][CH3:1])[C:12]([NH2:14])=[O:13], predict the reactants needed to synthesize it. (2) Given the product [NH2:13][C:10]1[O:11][CH:12]=[C:8]([C:5]2[CH:6]=[CH:7][C:2]([C:24]3[C:23]([S:20]([NH:19][C:15]([CH3:18])([CH3:17])[CH3:16])(=[O:21])=[O:22])=[CH:28][CH:27]=[CH:26][CH:25]=3)=[CH:3][C:4]=2[F:14])[N:9]=1, predict the reactants needed to synthesize it. The reactants are: Br[C:2]1[CH:7]=[CH:6][C:5]([C:8]2[N:9]=[C:10]([NH2:13])[O:11][CH:12]=2)=[C:4]([F:14])[CH:3]=1.[C:15]([NH:19][S:20]([C:23]1[CH:28]=[CH:27][CH:26]=[CH:25][C:24]=1B(O)O)(=[O:22])=[O:21])([CH3:18])([CH3:17])[CH3:16]. (3) Given the product [CH3:15][O:16][C:17]1[CH:22]=[CH:21][CH:20]=[CH:19][C:18]=1[C:23](=[O:28])[C:24](=[CH:13][C:5]1[CH:6]=[CH:7][CH:8]=[C:9]2[C:4]=1[O:3][C:2]([CH3:1])=[CH:11][C:10]2=[O:12])[C:25](=[O:27])[CH3:26], predict the reactants needed to synthesize it. The reactants are: [CH3:1][C:2]1[O:3][C:4]2[C:9]([C:10](=[O:12])[CH:11]=1)=[CH:8][CH:7]=[CH:6][C:5]=2[CH:13]=O.[CH3:15][O:16][C:17]1[CH:22]=[CH:21][CH:20]=[CH:19][C:18]=1[C:23](=[O:28])[CH2:24][C:25](=[O:27])[CH3:26].C(O)(=O)C.N1CCCCC1. (4) Given the product [Br:18][C:12]1[NH:11][CH:10]=[C:9]([C:13]([O:15][CH2:16][CH3:17])=[O:14])[C:8]=1[C:4]1[CH:5]=[CH:6][CH:7]=[C:2]([F:1])[CH:3]=1, predict the reactants needed to synthesize it. The reactants are: [F:1][C:2]1[CH:3]=[C:4]([C:8]2[C:9]([C:13]([O:15][CH2:16][CH3:17])=[O:14])=[CH:10][NH:11][CH:12]=2)[CH:5]=[CH:6][CH:7]=1.[Br:18]N1C(=O)CCC1=O.S([O-])([O-])(=O)=S.[Na+].[Na+]. (5) Given the product [CH3:8][C:9]1[O:13][N:12]=[C:11]([C:14]2[CH:15]=[CH:16][CH:17]=[CH:18][CH:19]=2)[C:10]=1[C:20]1[N:21]=[CH:22][N:23]([C:25]2[CH:26]=[C:27]([CH:31]=[CH:32][CH:33]=2)[C:28]([NH:7][CH:4]2[CH2:5][CH2:6][O:1][CH2:2][CH2:3]2)=[O:29])[CH:24]=1, predict the reactants needed to synthesize it. The reactants are: [O:1]1[CH2:6][CH2:5][CH:4]([NH2:7])[CH2:3][CH2:2]1.[CH3:8][C:9]1[O:13][N:12]=[C:11]([C:14]2[CH:19]=[CH:18][CH:17]=[CH:16][CH:15]=2)[C:10]=1[C:20]1[N:21]=[CH:22][N:23]([C:25]2[CH:26]=[C:27]([CH:31]=[CH:32][CH:33]=2)[C:28](O)=[O:29])[CH:24]=1. (6) Given the product [NH2:8][C:9]1[CH:16]=[CH:15][CH:14]=[C:13]([O:7][CH2:6][C@@H:2]2[CH2:3][CH2:4][CH2:5][NH:1]2)[C:10]=1[C:11]#[N:12], predict the reactants needed to synthesize it. The reactants are: [NH:1]1[CH2:5][CH2:4][CH2:3][C@H:2]1[CH2:6][OH:7].[NH2:8][C:9]1[CH:16]=[CH:15][CH:14]=[C:13](F)[C:10]=1[C:11]#[N:12]. (7) Given the product [F:1][C:2]1[CH:10]=[CH:9][C:8]([C:27]2[O:18][C:19]3[CH:25]=[CH:24][CH:23]=[C:22]([CH3:26])[C:20]=3[N:21]=2)=[CH:4][C:3]=1[N+:11]([O-:13])=[O:12], predict the reactants needed to synthesize it. The reactants are: [F:1][C:2]1[C:3]([N+:11]([O-:13])=[O:12])=[C:4]([CH:8]=[CH:9][CH:10]=1)C(O)=O.S(Cl)(Cl)=O.[OH:18][C:19]1[CH:25]=[CH:24][CH:23]=[C:22]([CH3:26])[C:20]=1[NH2:21].[CH2:27](N(CC)CC)C.O.C1(C)C=CC(S(O)(=O)=O)=CC=1.